From a dataset of Forward reaction prediction with 1.9M reactions from USPTO patents (1976-2016). Predict the product of the given reaction. Given the reactants [C:1]([C:5]1[CH:10]=[CH:9][C:8]([CH:11]2[CH2:13][CH:12]2[C:14]([O:16]CC)=O)=[CH:7][CH:6]=1)([CH3:4])([CH3:3])[CH3:2].O.[NH2:20][NH2:21], predict the reaction product. The product is: [C:1]([C:5]1[CH:10]=[CH:9][C:8]([CH:11]2[CH2:13][CH:12]2[C:14]([NH:20][NH2:21])=[O:16])=[CH:7][CH:6]=1)([CH3:4])([CH3:3])[CH3:2].